This data is from Forward reaction prediction with 1.9M reactions from USPTO patents (1976-2016). The task is: Predict the product of the given reaction. (1) Given the reactants [CH3:1][O:2][CH:3]1[CH2:8][CH2:7][NH:6][CH2:5][CH2:4]1.F[C:10]1[CH:15]=[CH:14][C:13]([N+:16]([O-:18])=[O:17])=[CH:12][CH:11]=1.O, predict the reaction product. The product is: [CH3:1][O:2][CH:3]1[CH2:8][CH2:7][N:6]([C:10]2[CH:15]=[CH:14][C:13]([N+:16]([O-:18])=[O:17])=[CH:12][CH:11]=2)[CH2:5][CH2:4]1. (2) Given the reactants Br[C:2]1[N:6]([CH3:7])[N:5]=[C:4]([CH3:8])[C:3]=1[C:9]1[CH:14]=[CH:13][C:12]([F:15])=[CH:11][C:10]=1[Cl:16].C1CCCCC1.C([Li])CCC.[F:28][C:29]1[CH:36]=[C:35]([F:37])[CH:34]=[CH:33][C:30]=1[CH:31]=[O:32], predict the reaction product. The product is: [Cl:16][C:10]1[CH:11]=[C:12]([F:15])[CH:13]=[CH:14][C:9]=1[C:3]1[C:4]([CH3:8])=[N:5][N:6]([CH3:7])[C:2]=1[CH:31]([C:30]1[CH:33]=[CH:34][C:35]([F:37])=[CH:36][C:29]=1[F:28])[OH:32]. (3) Given the reactants [CH2:1]([N:3]([CH2:9][CH3:10])[CH2:4][C:5](OC)=[O:6])[CH3:2].[NH2:11][NH2:12], predict the reaction product. The product is: [NH2:11][NH:12][C:5](=[O:6])[CH2:4][N:3]([CH2:9][CH3:10])[CH2:1][CH3:2]. (4) Given the reactants [CH2:1]([O:4][C:5]1[N:10]=[N:9][C:8]([NH2:11])=[CH:7][CH:6]=1)[CH2:2][CH3:3].Br[CH:13]1[CH2:21][C:20]2[C:15](=[CH:16][CH:17]=[CH:18][CH:19]=2)[C:14]1=O.C(=O)(O)[O-].[Na+], predict the reaction product. The product is: [CH2:1]([O:4][C:5]1[CH:6]=[CH:7][C:8]2[N:9]([N:10]=1)[C:13]1[CH2:21][C:20]3[C:15]([C:14]=1[N:11]=2)=[CH:16][CH:17]=[CH:18][CH:19]=3)[CH2:2][CH3:3].